This data is from Reaction yield outcomes from USPTO patents with 853,638 reactions. The task is: Predict the reaction yield, written as a fraction of the theoretical maximum amount of product (1.0 means a 100% yield; for example, 0.34 means a 34% yield). The reactants are O1CCCC1.[CH3:6][O:7]/[N:8]=[C:9](/[C:37]1[CH:42]=[CH:41][CH:40]=[CH:39][CH:38]=1)\[CH2:10][O:11][C:12]1[CH:36]=[CH:35][C:15]([CH2:16][O:17][C:18]2[CH:23]=[CH:22][C:21]([C:24]3[C:25]([CH3:34])=[N:26][O:27][C:28]=3[CH2:29][C:30]([O:32]C)=[O:31])=[CH:20][CH:19]=2)=[CH:14][CH:13]=1.CO.[OH-].[Li+]. The catalyst is O. The product is [CH3:6][O:7]/[N:8]=[C:9](/[C:37]1[CH:38]=[CH:39][CH:40]=[CH:41][CH:42]=1)\[CH2:10][O:11][C:12]1[CH:36]=[CH:35][C:15]([CH2:16][O:17][C:18]2[CH:19]=[CH:20][C:21]([C:24]3[C:25]([CH3:34])=[N:26][O:27][C:28]=3[CH2:29][C:30]([OH:32])=[O:31])=[CH:22][CH:23]=2)=[CH:14][CH:13]=1. The yield is 0.702.